This data is from Reaction yield outcomes from USPTO patents with 853,638 reactions. The task is: Predict the reaction yield, written as a fraction of the theoretical maximum amount of product (1.0 means a 100% yield; for example, 0.34 means a 34% yield). (1) The reactants are C([O:8][C:9]1[CH:14]=[C:13](F)[C:12]([O:16][CH3:17])=[CH:11][C:10]=1[C:18](=[O:20])[CH3:19])C1C=CC=CC=1.[CH2:21]([N:28]1[CH2:33][CH2:32][NH:31][CH2:30][CH2:29]1)[C:22]1[CH:27]=[CH:26][CH:25]=[CH:24][CH:23]=1.C(=O)([O-])[O-].[K+].[K+]. The catalyst is CN(C=O)C. The product is [CH2:21]([N:28]1[CH2:33][CH2:32][N:31]([C:13]2[C:12]([O:16][CH3:17])=[CH:11][C:10]([C:18](=[O:20])[CH3:19])=[C:9]([OH:8])[CH:14]=2)[CH2:30][CH2:29]1)[C:22]1[CH:23]=[CH:24][CH:25]=[CH:26][CH:27]=1. The yield is 0.730. (2) The reactants are [OH:1][C@H:2]([CH3:22])[CH2:3][CH2:4][CH2:5][CH2:6][N:7]1[C:15](=[O:16])[C:14]2[N:13]3[CH2:17][CH2:18][NH:19][C:12]3=[N:11][C:10]=2[N:9]([CH3:20])[C:8]1=[O:21].N1C=CN=C1.[Si:28](Cl)([C:31]([CH3:34])([CH3:33])[CH3:32])([CH3:30])[CH3:29].O. The yield is 1.00. The catalyst is CN(C)C=O. The product is [CH3:20][N:9]1[C:10]2[N:11]=[C:12]3[NH:19][CH2:18][CH2:17][N:13]3[C:14]=2[C:15](=[O:16])[N:7]([CH2:6][CH2:5][CH2:4][CH2:3][C@H:2]([O:1][Si:28]([C:31]([CH3:34])([CH3:33])[CH3:32])([CH3:30])[CH3:29])[CH3:22])[C:8]1=[O:21]. (3) The reactants are Br[C:2]1[CH:11]=[N:10][C:9]2[C:8](=[O:12])[NH:7][CH:6]=[N:5][C:4]=2[CH:3]=1.C(=O)([O-])[O-].[Cs+].[Cs+].O1CCOCC1.[O:25]1[CH:29]=[CH:28][N:27]=[C:26]1[CH2:30][OH:31]. The catalyst is [CH2-]C=C.[CH2-]C=C.Cl[Pd+].Cl[Pd+].CCOC(C)=O.CCCCCCC. The product is [O:25]1[CH:29]=[CH:28][N:27]=[C:26]1[CH2:30][O:31][C:2]1[CH:11]=[N:10][C:9]2[C:8](=[O:12])[NH:7][CH:6]=[N:5][C:4]=2[CH:3]=1. The yield is 0.420. (4) The reactants are [S:1]([C:5]1[CH:10]=[CH:9][C:8]([NH:11][C:12]([C:14]2[CH:18]=[C:17]([CH3:19])[N:16]([C:20]3[CH:25]=[CH:24][CH:23]=[CH:22][C:21]=3[C:26]([F:29])([F:28])[F:27])[C:15]=2[CH3:30])=[O:13])=[CH:7][CH:6]=1)(=[O:4])(=[O:3])[NH2:2].C([O-])([O-])=O.[K+].[K+].[CH2:37](I)[CH3:38]. The product is [CH2:37]([NH:2][S:1]([C:5]1[CH:10]=[CH:9][C:8]([NH:11][C:12]([C:14]2[CH:18]=[C:17]([CH3:19])[N:16]([C:20]3[CH:25]=[CH:24][CH:23]=[CH:22][C:21]=3[C:26]([F:28])([F:27])[F:29])[C:15]=2[CH3:30])=[O:13])=[CH:7][CH:6]=1)(=[O:3])=[O:4])[CH3:38]. The catalyst is CN(C=O)C. The yield is 0.190. (5) The reactants are [CH3:1][O:2][C:3]1[C:8]([O:9][CH3:10])=[CH:7][CH:6]=[CH:5][C:4]=1[C@H:11]([CH:13]1[CH2:18][CH2:17][N:16]([CH2:19][CH2:20][C:21]2[CH:26]=[CH:25][C:24]([F:27])=[CH:23][CH:22]=2)[CH2:15][CH2:14]1)[OH:12].O.Cl.[OH-].[Na+]. The catalyst is C(COC)OC. The product is [CH3:1][O:2][C:3]1[C:8]([O:9][CH3:10])=[CH:7][CH:6]=[CH:5][C:4]=1[CH:11]([CH:13]1[CH2:14][CH2:15][N:16]([CH2:19][CH2:20][C:21]2[CH:26]=[CH:25][C:24]([F:27])=[CH:23][CH:22]=2)[CH2:17][CH2:18]1)[OH:12]. The yield is 0.697. (6) The reactants are [CH:1]1([C:4]([OH:6])=O)[CH2:3][CH2:2]1.CCN=C=NCCCN(C)C.OC1[C:27]2[N:26]=NN[C:23]=2[CH:22]=[CH:21]C=1.C(N(CC)CC)C.C1(CN)CC1. The catalyst is C(Cl)Cl. The product is [CH:23]1([CH2:27][NH:26][C:4]([CH:1]2[CH2:3][CH2:2]2)=[O:6])[CH2:21][CH2:22]1. The yield is 0.870.